This data is from Reaction yield outcomes from USPTO patents with 853,638 reactions. The task is: Predict the reaction yield, written as a fraction of the theoretical maximum amount of product (1.0 means a 100% yield; for example, 0.34 means a 34% yield). (1) The reactants are C[O:2][C:3](=[O:30])[CH2:4][CH:5]([C:23]1[CH:28]=[CH:27][CH:26]=[C:25]([Br:29])[CH:24]=1)[NH:6][C:7]([C:9]1[CH:10]=[N:11][N:12]([C:15]2[CH:20]=[CH:19][C:18]([Cl:21])=[C:17]([Cl:22])[CH:16]=2)[C:13]=1[CH3:14])=[O:8].[OH-].[Na+].Cl. No catalyst specified. The product is [Br:29][C:25]1[CH:24]=[C:23]([CH:5]([NH:6][C:7]([C:9]2[CH:10]=[N:11][N:12]([C:15]3[CH:20]=[CH:19][C:18]([Cl:21])=[C:17]([Cl:22])[CH:16]=3)[C:13]=2[CH3:14])=[O:8])[CH2:4][C:3]([OH:30])=[O:2])[CH:28]=[CH:27][CH:26]=1. The yield is 0.600. (2) The reactants are C([O:3][C:4](=[O:37])[C:5]([O:8][C:9]1[CH:14]=[CH:13][C:12]([O:15][CH2:16][CH2:17][C:18]2[N:19]=[C:20]([C:24]3[CH:29]=[CH:28][C:27]([C:30]4[C:31]([CH3:36])=[N:32][O:33][C:34]=4[CH3:35])=[CH:26][CH:25]=3)[O:21][C:22]=2[CH3:23])=[CH:11][CH:10]=1)([CH3:7])[CH3:6])C.[OH-].[Na+].C(OCC)(=O)C. The catalyst is C(O)C.C1COCC1. The product is [CH3:36][C:31]1[C:30]([C:27]2[CH:26]=[CH:25][C:24]([C:20]3[O:21][C:22]([CH3:23])=[C:18]([CH2:17][CH2:16][O:15][C:12]4[CH:11]=[CH:10][C:9]([O:8][C:5]([CH3:7])([CH3:6])[C:4]([OH:37])=[O:3])=[CH:14][CH:13]=4)[N:19]=3)=[CH:29][CH:28]=2)=[C:34]([CH3:35])[O:33][N:32]=1. The yield is 0.860. (3) The reactants are C1(N2CC[O:10]CC2)CCCCC=1.C(N(CC)CC)C.[ClH:20].[C:21]1([CH3:27])[CH:26]=[CH:25][CH:24]=[CH:23][CH:22]=1. No catalyst specified. The product is [C:27]([Cl:20])(=[O:10])[C:21]1[CH:26]=[CH:25][CH:24]=[CH:23][CH:22]=1. The yield is 0.350. (4) The yield is 1.00. The catalyst is C(Cl)Cl. The reactants are [CH3:1][C:2]([CH3:30])([CH3:29])[CH2:3][C:4]([O:6][CH2:7][C:8]1[C:9]([N:14]2[CH2:18][CH2:17][C@@H:16]([N:19](C(OC(C)(C)C)=O)[CH2:20][CH3:21])[CH2:15]2)=[N:10][CH:11]=[CH:12][CH:13]=1)=[O:5].FC(F)(F)C(O)=O. The product is [CH3:1][C:2]([CH3:29])([CH3:30])[CH2:3][C:4]([O:6][CH2:7][C:8]1[C:9]([N:14]2[CH2:18][CH2:17][C@@H:16]([NH:19][CH2:20][CH3:21])[CH2:15]2)=[N:10][CH:11]=[CH:12][CH:13]=1)=[O:5]. (5) The reactants are [C:1]([C:5]1[CH:6]=[C:7]([C:15]2[CH2:16][C:17]3[C:22]([CH:23]=2)=[CH:21][CH:20]=[CH:19][CH:18]=3)[CH:8]=[C:9]([C:11]([CH3:14])([CH3:13])[CH3:12])[CH:10]=1)([CH3:4])([CH3:3])[CH3:2].[CH2:24]([Li])[CH2:25][CH2:26][CH3:27].[Cl-:29].[Cl-].[Cl-].[Cl-].[Zr+4:33]. The catalyst is C(OCC)C. The product is [Cl-:29].[Cl-:29].[C:1]([C:5]1[CH:6]=[C:7]([C:15]2[CH:23]([Zr+2:33][CH:24]3[C:17]4[C:27](=[CH:22][CH:23]=[CH:15][CH:16]=4)[CH:26]=[C:25]3[C:7]3[CH:6]=[C:5]([C:1]([CH3:3])([CH3:2])[CH3:4])[CH:10]=[C:9]([C:11]([CH3:14])([CH3:13])[CH3:12])[CH:8]=3)[C:22]3[C:17]([CH:16]=2)=[CH:18][CH:19]=[CH:20][CH:21]=3)[CH:8]=[C:9]([C:11]([CH3:14])([CH3:13])[CH3:12])[CH:10]=1)([CH3:2])([CH3:3])[CH3:4]. The yield is 0.640. (6) The catalyst is CN(C)C=O.CC#N.O. The reactants are [C:1]1([C:16]2[CH:21]=[CH:20][CH:19]=[CH:18][CH:17]=2)[CH:6]=[CH:5][C:4]([CH:7]([NH:14][CH3:15])[CH2:8][N:9]2[CH2:13][CH2:12][CH2:11][CH2:10]2)=[CH:3][CH:2]=1.[CH3:22][O:23][C:24]1[C:38]([C:39]([F:42])([F:41])[F:40])=[CH:37][C:27]2[N:28]([CH2:33][C:34]([OH:36])=O)[C:29](=[O:32])[CH2:30][O:31][C:26]=2[CH:25]=1.C(N(CC)CC)C.F[P-](F)(F)(F)(F)F.N1(O[P+](N(C)C)(N(C)C)N(C)C)C2C=CC=CC=2N=N1.FC(F)(F)C(O)=O. The product is [C:1]1([C:16]2[CH:17]=[CH:18][CH:19]=[CH:20][CH:21]=2)[CH:6]=[CH:5][C:4]([CH:7]([N:14]([CH3:15])[C:34](=[O:36])[CH2:33][N:28]2[C:27]3[CH:37]=[C:38]([C:39]([F:42])([F:41])[F:40])[C:24]([O:23][CH3:22])=[CH:25][C:26]=3[O:31][CH2:30][C:29]2=[O:32])[CH2:8][N:9]2[CH2:13][CH2:12][CH2:11][CH2:10]2)=[CH:3][CH:2]=1. The yield is 0.410. (7) The reactants are [Cl:1][C:2]1[CH:15]=[CH:14][C:5]([O:6][C:7]2[CH:12]=[CH:11][C:10]([OH:13])=[CH:9][CH:8]=2)=[C:4]([N+:16]([O-])=O)[CH:3]=1.C(=O)([O-])[O-].[Na+].[Na+]. The catalyst is C(O)(=O)C.C(O)C.O.[Fe]. The product is [NH2:16][C:4]1[CH:3]=[C:2]([Cl:1])[CH:15]=[CH:14][C:5]=1[O:6][C:7]1[CH:8]=[CH:9][C:10]([OH:13])=[CH:11][CH:12]=1. The yield is 1.00. (8) The reactants are [Cl:1][C:2]1[CH:3]=[CH:4][C:5]([C:11]([F:14])([F:13])[F:12])=[C:6]([CH:10]=1)[C:7]([OH:9])=[O:8].S(Cl)(Cl)=O.[CH3:19]O. No catalyst specified. The product is [Cl:1][C:2]1[CH:3]=[CH:4][C:5]([C:11]([F:12])([F:13])[F:14])=[C:6]([CH:10]=1)[C:7]([O:9][CH3:19])=[O:8]. The yield is 0.965. (9) The reactants are CC1C=CC(S(O[CH2:12][C@@H:13]2[CH2:16][C:15](=[O:17])[NH:14]2)(=O)=O)=CC=1.C(=O)([O-])[O-].[K+].[K+].[NH:24]1[CH2:29][CH2:28][CH2:27][CH2:26][CH2:25]1. The catalyst is C(#N)C. The product is [N:24]1([CH2:12][C@H:13]2[NH:14][C:15](=[O:17])[CH2:16]2)[CH2:29][CH2:28][CH2:27][CH2:26][CH2:25]1. The yield is 1.00.